Predict the reaction yield, written as a fraction of the theoretical maximum amount of product (1.0 means a 100% yield; for example, 0.34 means a 34% yield). From a dataset of Reaction yield outcomes from USPTO patents with 853,638 reactions. The reactants are [CH3:1][C:2]1([CH3:13])[CH2:7][C:6]([CH3:9])([CH3:8])[CH2:5][C:4](=[CH:10][CH2:11]O)[CH2:3]1.[Cl:14][C:15]([Cl:19])([Cl:18])[C:16]#[N:17].C([O:22]CC)C. No catalyst specified. The yield is 0.660. The product is [Cl:14][C:15]([Cl:19])([Cl:18])[C:16]([NH:17][C:4]1([CH:10]=[CH2:11])[CH2:3][C:2]([CH3:13])([CH3:1])[CH2:7][C:6]([CH3:9])([CH3:8])[CH2:5]1)=[O:22].